From a dataset of Catalyst prediction with 721,799 reactions and 888 catalyst types from USPTO. Predict which catalyst facilitates the given reaction. (1) Reactant: [C:1]([N:8]1[CH2:15][C@H:14]([F:16])[CH2:13][C@H:9]1[C:10]([OH:12])=O)([O:3][C:4]([CH3:7])([CH3:6])[CH3:5])=[O:2].[CH3:17][O:18][C:19](=[O:30])[C:20]1[CH:25]=[C:24]([Cl:26])[C:23]([F:27])=[C:22]([CH2:28][NH2:29])[CH:21]=1.CN(C(ON1N=NC2C=CC=NC1=2)=[N+](C)C)C.F[P-](F)(F)(F)(F)F.CCN(C(C)C)C(C)C. Product: [C:4]([O:3][C:1]([N:8]1[CH2:15][C@H:14]([F:16])[CH2:13][C@H:9]1[C:10](=[O:12])[NH:29][CH2:28][C:22]1[CH:21]=[C:20]([C:19]([O:18][CH3:17])=[O:30])[CH:25]=[C:24]([Cl:26])[C:23]=1[F:27])=[O:2])([CH3:5])([CH3:6])[CH3:7]. The catalyst class is: 3. (2) Reactant: [Cl:1][C:2]1[CH:35]=[CH:34][C:5]([CH2:6][CH2:7][NH:8][C:9]([C:11]2[CH:33]=[CH:32][C:14]([O:15][C:16]3[CH:21]=[CH:20][C:19]([CH2:22][C:23]([O:25][C:26]([CH3:29])([CH3:28])[CH3:27])=[O:24])=[CH:18][C:17]=3[C:30]#[N:31])=[CH:13][CH:12]=2)=[O:10])=[CH:4][CH:3]=1.[H][H]. Product: [Cl:1][C:2]1[CH:3]=[CH:4][C:5]([CH2:6][CH2:7][NH:8][C:9]([C:11]2[CH:12]=[CH:13][C:14]([O:15][C:16]3[CH:21]=[CH:20][C:19]([CH2:22][C:23]([O:25][C:26]([CH3:29])([CH3:28])[CH3:27])=[O:24])=[CH:18][C:17]=3[CH2:30][NH2:31])=[CH:32][CH:33]=2)=[O:10])=[CH:34][CH:35]=1. The catalyst class is: 834. (3) Reactant: C(OC(=O)[NH:7][C@@H:8]([CH2:21][C:22]1[CH:27]=[CH:26][CH:25]=[C:24]([O:28][CH2:29][C:30]2[CH:35]=[CH:34][CH:33]=[CH:32][CH:31]=2)[CH:23]=1)[C@@H:9]([OH:20])[CH2:10][C@H:11]([C:13](=[O:19])[NH:14][CH2:15][CH2:16][CH2:17][CH3:18])[CH3:12])(C)(C)C.[ClH:37]. Product: [Cl-:37].[CH2:29]([O:28][C:24]1[CH:23]=[C:22]([CH:27]=[CH:26][CH:25]=1)[CH2:21][C@H:8]([NH3+:7])[C@@H:9]([OH:20])[CH2:10][C@H:11]([C:13](=[O:19])[NH:14][CH2:15][CH2:16][CH2:17][CH3:18])[CH3:12])[C:30]1[CH:31]=[CH:32][CH:33]=[CH:34][CH:35]=1. The catalyst class is: 12. (4) Reactant: C(O)(C(F)(F)F)=O.[NH2:8][C:9]1[N:14]=[CH:13][N:12]=[C:11]2[N:15]([CH:19]([C:21]3[C:22]([O:47][CH3:48])=[C:23]([C:29]4[CH:30]=[N:31][N:32]([CH:34]5[CH2:39][CH2:38][N:37](C(OC(C)(C)C)=O)[CH2:36][CH2:35]5)[CH:33]=4)[C:24]([CH3:28])=[C:25]([Cl:27])[CH:26]=3)[CH3:20])[N:16]=[C:17]([CH3:18])[C:10]=12. Product: [Cl:27][C:25]1[C:24]([CH3:28])=[C:23]([C:29]2[CH:30]=[N:31][N:32]([CH:34]3[CH2:35][CH2:36][NH:37][CH2:38][CH2:39]3)[CH:33]=2)[C:22]([O:47][CH3:48])=[C:21]([CH:19]([N:15]2[C:11]3=[N:12][CH:13]=[N:14][C:9]([NH2:8])=[C:10]3[C:17]([CH3:18])=[N:16]2)[CH3:20])[CH:26]=1. The catalyst class is: 2.